From a dataset of Reaction yield outcomes from USPTO patents with 853,638 reactions. Predict the reaction yield, written as a fraction of the theoretical maximum amount of product (1.0 means a 100% yield; for example, 0.34 means a 34% yield). (1) The reactants are C1C(=O)N([Cl:8])C(=O)C1.C1(P(C2C=CC=CC=2)C2C=CC=CC=2)C=CC=CC=1.[F:28][C:29]1[C:34]([F:35])=[CH:33][CH:32]=[CH:31][C:30]=1[C@@H:36]1[CH2:46][CH2:45][C@@H:44]([O:47][Si:48]([CH:55]([CH3:57])[CH3:56])([CH:52]([CH3:54])[CH3:53])[CH:49]([CH3:51])[CH3:50])[C:39]2=[N:40][CH:41]=[CH:42][CH:43]=[C:38]2[C@H:37]1O. The catalyst is O1CCCC1. The product is [Cl:8][C@H:37]1[C:38]2[C:39](=[N:40][CH:41]=[CH:42][CH:43]=2)[C@H:44]([O:47][Si:48]([CH:55]([CH3:57])[CH3:56])([CH:52]([CH3:54])[CH3:53])[CH:49]([CH3:51])[CH3:50])[CH2:45][CH2:46][C@H:36]1[C:30]1[CH:31]=[CH:32][CH:33]=[C:34]([F:35])[C:29]=1[F:28]. The yield is 0.830. (2) The yield is 0.960. The product is [C:23]([O:22][C:20]([N:9]1[C:10]2[C:6](=[CH:5][C:4]([N+:1]([O-:3])=[O:2])=[CH:12][CH:11]=2)[CH:7]=[N:8]1)=[O:21])([CH3:26])([CH3:25])[CH3:24]. The reactants are [N+:1]([C:4]1[CH:5]=[C:6]2[C:10](=[CH:11][CH:12]=1)[NH:9][N:8]=[CH:7]2)([O-:3])=[O:2].CCN(CC)CC.[C:20](O[C:20]([O:22][C:23]([CH3:26])([CH3:25])[CH3:24])=[O:21])([O:22][C:23]([CH3:26])([CH3:25])[CH3:24])=[O:21]. The catalyst is CN(C)C1C=CN=CC=1.C(#N)C. (3) The reactants are [F:1][C:2]1[C:8](F)=[CH:7][CH:6]=[C:5]([N+:10]([O-:12])=[O:11])[C:3]=1[NH2:4].[F:13][C:14]1[CH:21]=[CH:20][C:17]([CH2:18][NH2:19])=[CH:16][CH:15]=1.CCN(CC)CC. The catalyst is CS(C)=O.II. The product is [F:1][C:2]1[C:3]([NH2:4])=[C:5]([N+:10]([O-:12])=[O:11])[CH:6]=[CH:7][C:8]=1[NH:19][CH2:18][C:17]1[CH:20]=[CH:21][C:14]([F:13])=[CH:15][CH:16]=1. The yield is 0.625. (4) The reactants are Cl[C:2]1[CH:7]=[C:6]([C:8]2[CH:13]=[CH:12][CH:11]=[C:10]([F:14])[C:9]=2[F:15])[CH:5]=[CH:4][N:3]=1.[N:16]1([C:22]([O:24][C:25]([CH3:28])([CH3:27])[CH3:26])=[O:23])[CH2:21][CH2:20][NH:19][CH2:18][CH2:17]1.CC(C)([O-])C.[Na+]. The product is [F:15][C:9]1[C:10]([F:14])=[CH:11][CH:12]=[CH:13][C:8]=1[C:6]1[CH:5]=[CH:4][N:3]=[C:2]([N:19]2[CH2:18][CH2:17][N:16]([C:22]([O:24][C:25]([CH3:28])([CH3:27])[CH3:26])=[O:23])[CH2:21][CH2:20]2)[CH:7]=1. The catalyst is C([O-])(=O)C.[Pd+2].C([O-])(=O)C.C1(P(C2C=CC=CC=2)C2(P(C3C=CC=CC=3)C3C=CC=CC=3)CC=C3C(C=CC=C3)=C2C2C3C(=CC=CC=3)C=CC=2)C=CC=CC=1.O1CCOCC1. The yield is 0.810. (5) The reactants are [Br:1][C:2]1[N:7]=[CH:6][C:5]([C:8]([OH:11])([CH3:10])[CH3:9])=[CH:4][CH:3]=1.[H-].[Na+].[CH3:14][Si:15]([CH2:18][CH2:19][O:20][CH2:21]Cl)([CH3:17])[CH3:16]. The catalyst is CN(C=O)C. The product is [Br:1][C:2]1[CH:3]=[CH:4][C:5]([C:8]([CH3:9])([O:11][CH2:21][O:20][CH2:19][CH2:18][Si:15]([CH3:17])([CH3:16])[CH3:14])[CH3:10])=[CH:6][N:7]=1. The yield is 0.560. (6) The catalyst is ClCCl. The reactants are [CH3:1][O:2][C:3]1[CH:12]=[CH:11][CH:10]=[CH:9][C:4]=1[O:5][CH2:6][CH2:7][NH2:8].C(N(C(C)C)CC)(C)C.[CH3:22][O:23][C:24]1[CH:25]=[C:26]([CH:30]=[CH:31][C:32]=1[N+:33]([O-:35])=[O:34])[C:27](Cl)=[O:28]. The yield is 0.740. The product is [CH3:1][O:2][C:3]1[CH:12]=[CH:11][CH:10]=[CH:9][C:4]=1[O:5][CH2:6][CH2:7][NH:8][C:27](=[O:28])[C:26]1[CH:30]=[CH:31][C:32]([N+:33]([O-:35])=[O:34])=[C:24]([O:23][CH3:22])[CH:25]=1. (7) The reactants are [CH:1]([O:8][CH2:9][CH3:10])([O:5][CH2:6][CH3:7])OCC.B(F)(F)F.[O:15]=[C:16]1[C:40]2[C:35](=[CH:36][CH:37]=[CH:38][CH:39]=2)[O:34][C:18]2([CH2:23][CH2:22][N:21]([C:24]([O:26][CH2:27][C:28]3[CH:33]=[CH:32][CH:31]=[CH:30][CH:29]=3)=[O:25])[CH2:20][CH2:19]2)[CH2:17]1.C(N(C(C)C)C(C)C)C. The catalyst is ClCCl. The product is [CH2:9]([O:8][CH:1]([O:5][CH2:6][CH3:7])[CH:17]1[C:18]2([CH2:23][CH2:22][N:21]([C:24]([O:26][CH2:27][C:28]3[CH:29]=[CH:30][CH:31]=[CH:32][CH:33]=3)=[O:25])[CH2:20][CH2:19]2)[O:34][C:35]2[C:40](=[CH:39][CH:38]=[CH:37][CH:36]=2)[C:16]1=[O:15])[CH3:10]. The yield is 0.780. (8) The reactants are C(OC([N:8]1[C:16]2[C:11](=[CH:12][C:13]([C:17](=[O:20])[CH2:18]C)=[CH:14][CH:15]=2)[CH:10]=[C:9]1[C:21]1[C:22]2[S:35][CH:34]=[CH:33][C:23]=2[N:24](C(OC(C)(C)C)=O)[N:25]=1)=O)(C)(C)C.C[Mg]Br.O1CC[CH2:41][CH2:40]1. No catalyst specified. The product is [NH:24]1[C:23]2[CH:33]=[CH:34][S:35][C:22]=2[C:21]([C:9]2[NH:8][C:16]3[C:11]([CH:10]=2)=[CH:12][C:13]([C:17]([OH:20])([CH2:40][CH3:41])[CH3:18])=[CH:14][CH:15]=3)=[N:25]1. The yield is 0.520. (9) The reactants are [OH-].[Na+].[N:3]1[CH:8]=[CH:7][CH:6]=[CH:5][C:4]=1[C:9]#[C:10][CH2:11][CH2:12][C:13]([O:15]CC)=[O:14].Cl. The catalyst is C(O)C. The product is [N:3]1[CH:8]=[CH:7][CH:6]=[CH:5][C:4]=1[C:9]#[C:10][CH2:11][CH2:12][C:13]([OH:15])=[O:14]. The yield is 0.990.